Dataset: Full USPTO retrosynthesis dataset with 1.9M reactions from patents (1976-2016). Task: Predict the reactants needed to synthesize the given product. Given the product [CH:35]([C:32]1[N:31]=[CH:30][C:29]([C:25]2[CH:24]=[C:23]([C:21]3[CH2:20][C:19](=[O:38])[NH:18][C:9]4[CH:10]=[C:40]([C:42]([F:45])([F:44])[F:43])[CH:12]=[CH:13][C:8]=4[N:7]=3)[CH:28]=[CH:27][CH:26]=2)=[CH:34][CH:33]=1)([CH3:37])[CH3:36], predict the reactants needed to synthesize it. The reactants are: C(OC(=O)[NH:7][C:8]1[CH:13]=[CH:12]C(C(F)(F)F)=[CH:10][C:9]=1[NH:18][C:19](=[O:38])[CH2:20][C:21]([C:23]1[CH:28]=[CH:27][CH:26]=[C:25]([C:29]2[CH:30]=[N:31][C:32]([CH:35]([CH3:37])[CH3:36])=[CH:33][CH:34]=2)[CH:24]=1)=O)(C)(C)C.[C:40](O)([C:42]([F:45])([F:44])[F:43])=O.